This data is from Drug-target binding data from BindingDB using Kd measurements. The task is: Regression. Given a target protein amino acid sequence and a drug SMILES string, predict the binding affinity score between them. We predict pKd (pKd = -log10(Kd in M); higher means stronger binding). Dataset: bindingdb_kd. (1) The compound is CNC(=O)c1c(F)cccc1Nc1nc(Nc2cc3c(cc2OC)CCN3C(=O)CN(C)C)nc2[nH]ccc12. The target protein (Q8WU08) has sequence MGANTSRKPPVFDENEDVNFDHFEILRAIGKGSFGKVCIVQKNDTKKMYAMKYMNKQKCVERNEVRNVFKELQIMQGLEHPFLVNLWYSFQDEEDMFMVVDLLLGGDLRYHLQQNVHFKEETVKLFICELVMALDYLQNQRIIHRDMKPDNILLDEHGHVHITDFNIAAMLPRETQITTMAGTKPYMAPEMFSSRKGAGYSFAVDWWSLGVTAYELLRGRRPYHIRSSTSSKEIVHTFETTVVTYPSAWSQEMVSLLKKLLEPNPDQRFSQLSDVQNFPYMNDINWDAVFQKRLIPGFIPNKGRLNCDPTFELEEMILESKPLHKKKKRLAKKEKDMRKCDSSQTCLLQEHLDSVQKEFIIFNREKVNRDFNKRQPNLALEQTKDPQGEDGQNNNL. The pKd is 5.0. (2) The target protein (O15146) has sequence MRELVNIPLVHILTLVAFSGTEKLPKAPVITTPLETVDALVEEVATFMCAVESYPQPEISWTRNKILIKLFDTRYSIRENGQLLTILSVEDSDDGIYCCTANNGVGGAVESCGALQVKMKPKITRPPINVKIIEGLKAVLPCTTMGNPKPSVSWIKGDSPLRENSRIAVLESGSLRIHNVQKEDAGQYRCVAKNSLGTAYSKVVKLEVEVFARILRAPESHNVTFGSFVTLHCTATGIPVPTITWIENGNAVSSGSIQESVKDRVIDSRLQLFITKPGLYTCIATNKHGEKFSTAKAAATISIAEWSKPQKDNKGYCAQYRGEVCNAVLAKDALVFLNTSYADPEEAQELLVHTAWNELKVVSPVCRPAAEALLCNHIFQECSPGVVPTPIPICREYCLAVKELFCAKEWLVMEEKTHRGLYRSEMHLLSVPECSKLPSMHWDPTACARLPHLDYNKENLKTFPPMTSSKPSVDIPNLPSSSSSSFSVSPTYSMTVIISI.... The drug is Cc1ccc2nc(NCCN)c3ncc(C)n3c2c1. The pKd is 5.0.